Dataset: Full USPTO retrosynthesis dataset with 1.9M reactions from patents (1976-2016). Task: Predict the reactants needed to synthesize the given product. (1) Given the product [CH3:15][C:14]([O:16][C:17]([N:19]1[CH2:24][CH:23]=[C:22]([O:25][S:34]([C:37]([F:40])([F:39])[F:38])(=[O:36])=[O:35])[CH2:21][CH2:20]1)=[O:18])([CH3:26])[CH3:13], predict the reactants needed to synthesize it. The reactants are: C(NC(C)C)(C)C.C([Li])CCC.[CH3:13][C:14]([CH3:26])([O:16][C:17]([N:19]1[CH2:24][CH2:23][C:22](=[O:25])[CH2:21][CH2:20]1)=[O:18])[CH3:15].C1C=CC(N([S:34]([C:37]([F:40])([F:39])[F:38])(=[O:36])=[O:35])[S:34]([C:37]([F:40])([F:39])[F:38])(=[O:36])=[O:35])=CC=1. (2) Given the product [ClH:28].[C:1]([O:7][C:8]1[S:16][C:15]2[CH2:14][CH2:13][N:12]([C@@H:17]([C:22]3[CH:27]=[CH:26][CH:25]=[CH:24][C:23]=3[Cl:28])[C:18]([O:20][CH3:21])=[O:19])[CH2:11][C:10]=2[CH:9]=1)(=[O:6])[C:2]([CH3:5])([CH3:4])[CH3:3], predict the reactants needed to synthesize it. The reactants are: [C:1]([O:7][C:8]1[S:16][C:15]2[CH2:14][CH2:13][N:12]([C@@H:17]([C:22]3[CH:27]=[CH:26][CH:25]=[CH:24][C:23]=3[Cl:28])[C:18]([O:20][CH3:21])=[O:19])[CH2:11][C:10]=2[CH:9]=1)(=[O:6])[C:2]([CH3:5])([CH3:4])[CH3:3].Cl. (3) Given the product [C:29]([O:28][C:26]([N:2]([CH2:3][C:4]1[CH:13]=[CH:12][C:7]([C:8]([O:10][CH3:11])=[O:9])=[CH:6][C:5]=1[C:14]([F:15])([F:16])[F:17])[CH3:1])=[O:27])([CH3:30])([CH3:31])[CH3:32], predict the reactants needed to synthesize it. The reactants are: [CH3:1][NH:2][CH2:3][C:4]1[CH:13]=[CH:12][C:7]([C:8]([O:10][CH3:11])=[O:9])=[CH:6][C:5]=1[C:14]([F:17])([F:16])[F:15].[C:29]([O:28][C:26](O[C:26]([O:28][C:29]([CH3:32])([CH3:31])[CH3:30])=[O:27])=[O:27])([CH3:32])([CH3:31])[CH3:30].C(N(CC)CC)C. (4) Given the product [Br:1][C:2]1[CH:7]=[CH:6][C:5]([O:8][CH3:9])=[CH:4][C:3]=1[N:10]([CH2:11][C:12]1[CH:17]=[CH:16][C:15]([O:18][CH2:19][CH2:20][N:21]2[CH2:22][CH2:23][CH2:24][CH2:25][CH2:26]2)=[C:14]([F:27])[CH:13]=1)[C:34](=[O:36])[CH3:35], predict the reactants needed to synthesize it. The reactants are: [Br:1][C:2]1[CH:7]=[CH:6][C:5]([O:8][CH3:9])=[CH:4][C:3]=1[NH:10][CH2:11][C:12]1[CH:17]=[CH:16][C:15]([O:18][CH2:19][CH2:20][N:21]2[CH2:26][CH2:25][CH2:24][CH2:23][CH2:22]2)=[C:14]([F:27])[CH:13]=1.N1C=CC=CC=1.[C:34](OC(=O)C)(=[O:36])[CH3:35]. (5) Given the product [F:17][C:16]1[CH:15]=[C:14]2[C:10]([C:11]([CH:22]=[O:23])=[CH:12][NH:13]2)=[CH:9][C:8]=1[O:7][CH3:6], predict the reactants needed to synthesize it. The reactants are: O=P(Cl)(Cl)Cl.[CH3:6][O:7][C:8]1[CH:9]=[C:10]2[C:14](=[CH:15][C:16]=1[F:17])[NH:13][CH:12]=[CH:11]2.[OH-].[Na+].CN(C)[CH:22]=[O:23]. (6) Given the product [CH3:1][CH:2]([CH3:38])[C@H:3]([N:8]1[CH2:16][C:15]2[C:10](=[CH:11][C:12]([C:17]3[CH:22]=[CH:21][C:20]([NH:23][C:24]([C:26]4[S:27][C:28]([C:31]5[CH:36]=[CH:35][CH:34]=[CH:33][CH:32]=5)=[CH:29][N:30]=4)=[O:25])=[CH:19][N:39]=3)=[CH:13][CH:14]=2)[C:9]1=[O:37])[C:4]([O:6][CH3:7])=[O:5], predict the reactants needed to synthesize it. The reactants are: [CH3:1][CH:2]([CH3:38])[C@H:3]([N:8]1[CH2:16][C:15]2[C:10](=[CH:11][C:12]([C:17]3[CH:22]=[CH:21][C:20]([NH:23][C:24]([C:26]4[S:27][C:28]([C:31]5[CH:36]=[CH:35][CH:34]=[CH:33][CH:32]=5)=[CH:29][N:30]=4)=[O:25])=[CH:19]C=3)=[CH:13][CH:14]=2)[C:9]1=[O:37])[C:4]([O:6][CH3:7])=[O:5].[NH2:39]C1C=CC(C2C=C3C(CN([C@@H](C(C)C)C(OC)=O)C3=O)=CC=2)=NC=1.C1(C2SC(C(OCC)=O)=NC=2)C=CC=CC=1. (7) Given the product [CH3:1][C:2]1[CH:21]=[CH:20][CH:19]=[C:18]([CH3:22])[C:3]=1[CH2:4][O:5][C:6]1[CH:7]=[C:8]([CH:12]([CH3:24])[C:13]([O:15][CH2:16][CH3:17])=[O:14])[CH:9]=[CH:10][CH:11]=1, predict the reactants needed to synthesize it. The reactants are: [CH3:1][C:2]1[CH:21]=[CH:20][CH:19]=[C:18]([CH3:22])[C:3]=1[CH2:4][O:5][C:6]1[CH:7]=[C:8]([CH2:12][C:13]([O:15][CH2:16][CH3:17])=[O:14])[CH:9]=[CH:10][CH:11]=1.[Li+].[CH3:24][Si]([N-][Si](C)(C)C)(C)C.CI. (8) Given the product [Cl:27][C:4]1[C:5]2[N:13]3[C:8]([C:9]([C:14]4[C:15]([CH3:22])=[CH:16][C:17]([CH3:21])=[CH:18][C:19]=4[CH3:20])=[CH:10][CH:11]=[CH:12]3)=[CH:7][C:6]=2[N:23]=[C:2]([CH3:1])[N:3]=1, predict the reactants needed to synthesize it. The reactants are: [CH3:1][C:2]1[N:3]=[C:4](O)[C:5]2[N:13]3[C:8]([C:9]([C:14]4[C:19]([CH3:20])=[CH:18][C:17]([CH3:21])=[CH:16][C:15]=4[CH3:22])=[CH:10][CH:11]=[CH:12]3)=[CH:7][C:6]=2[N:23]=1.P(Cl)(Cl)([Cl:27])=O. (9) Given the product [C:31]([C:2]1[C:11]([O:12][C@H:13]2[CH2:18][CH2:17][C@@H:16]([C:19]([F:22])([F:21])[F:20])[CH2:15][CH2:14]2)=[CH:10][CH:9]=[C:8]2[C:3]=1[CH:4]=[CH:5][C:6]([C:23]([O:25][CH3:26])=[O:24])=[CH:7]2)#[N:33], predict the reactants needed to synthesize it. The reactants are: I[C:2]1[C:11]([O:12][C@H:13]2[CH2:18][CH2:17][C@@H:16]([C:19]([F:22])([F:21])[F:20])[CH2:15][CH2:14]2)=[CH:10][CH:9]=[C:8]2[C:3]=1[CH:4]=[CH:5][C:6]([C:23]([O:25][CH3:26])=[O:24])=[CH:7]2.C(Cl)Cl.C[C:31]([N:33](C)C)=O. (10) The reactants are: CN(C)[CH:3]=[C:4]([C:17]1[CH:18]=[CH:19][C:20](=[O:26])[N:21]([CH:23]([CH3:25])[CH3:24])[N:22]=1)[C:5](=O)[C:6]1[CH:11]=[CH:10][CH:9]=[C:8]([C:12]([F:15])([F:14])[F:13])[CH:7]=1.Cl.[NH2:29][C:30]([NH2:32])=[NH:31]. Given the product [NH2:31][C:30]1[N:32]=[C:5]([C:6]2[CH:11]=[CH:10][CH:9]=[C:8]([C:12]([F:13])([F:14])[F:15])[CH:7]=2)[C:4]([C:17]2[CH:18]=[CH:19][C:20](=[O:26])[N:21]([CH:23]([CH3:24])[CH3:25])[N:22]=2)=[CH:3][N:29]=1, predict the reactants needed to synthesize it.